This data is from CYP1A2 inhibition data for predicting drug metabolism from PubChem BioAssay. The task is: Regression/Classification. Given a drug SMILES string, predict its absorption, distribution, metabolism, or excretion properties. Task type varies by dataset: regression for continuous measurements (e.g., permeability, clearance, half-life) or binary classification for categorical outcomes (e.g., BBB penetration, CYP inhibition). Dataset: cyp1a2_veith. The molecule is [Cu].[O-]/N=C1/C(=[OH+])Nc2ccccc21.[O-]Nc1c(O)[nH]c2ccccc12. The result is 0 (non-inhibitor).